Task: Predict the reactants needed to synthesize the given product.. Dataset: Full USPTO retrosynthesis dataset with 1.9M reactions from patents (1976-2016) (1) Given the product [CH2:6]([O:5][C:3]([C:2]1[C:1](=[O:9])[NH:21][C:20]2[C:19]([C:24]=1[OH:23])=[CH:18][C:17]([CH3:16])=[CH:28][CH:27]=2)=[O:4])[CH3:7], predict the reactants needed to synthesize it. The reactants are: [C:1]([O:9]CC)(=O)[CH2:2][C:3]([O:5][CH2:6][CH3:7])=[O:4].[H-].[Na+].[H][H].[CH3:16][C:17]1[CH:28]=[CH:27][C:20]2[NH:21]C(=O)[O:23][C:24](=O)[C:19]=2[CH:18]=1.Cl. (2) Given the product [NH2:29][C:8]1[CH:9]=[C:10]([S:13]([CH:4]([NH:3][CH:1]=[O:2])[CH3:5])(=[O:16])=[O:14])[CH:11]=[CH:12][CH:7]=1, predict the reactants needed to synthesize it. The reactants are: [CH:1]([NH2:3])=[O:2].[CH:4](=O)[CH3:5].[C:7]1(C)[CH:12]=[CH:11][C:10]([S:13]([OH:16])(=O)=[O:14])=[CH:9][CH:8]=1.C(OC(C)(C)C)(C)(C)C.C(#[N:29])C. (3) Given the product [C:4]([C:3]1[C:2]([F:1])=[CH:9][CH:8]=[CH:7][C:6]=1[N:10]([CH3:11])[S:23]([CH3:22])(=[O:25])=[O:24])#[N:5], predict the reactants needed to synthesize it. The reactants are: [F:1][C:2]1[CH:9]=[CH:8][CH:7]=[C:6]([NH:10][CH3:11])[C:3]=1[C:4]#[N:5].[Li+].C[Si]([N-][Si](C)(C)C)(C)C.[CH3:22][S:23](Cl)(=[O:25])=[O:24]. (4) The reactants are: [CH3:1][C:2]1[O:6][N:5]=[C:4]([C:7]2[CH:12]=[CH:11][CH:10]=[CH:9][CH:8]=2)[C:3]=1[CH2:13][OH:14].Cl[C:16]1[CH:25]=[C:24]([C:26]([F:29])([F:28])[F:27])[C:19]([C:20]([O:22][CH3:23])=[O:21])=[CH:18][N:17]=1. Given the product [CH3:23][O:22][C:20](=[O:21])[C:19]1[C:24]([C:26]([F:27])([F:28])[F:29])=[CH:25][C:16]([O:14][CH2:13][C:3]2[C:4]([C:7]3[CH:12]=[CH:11][CH:10]=[CH:9][CH:8]=3)=[N:5][O:6][C:2]=2[CH3:1])=[N:17][CH:18]=1, predict the reactants needed to synthesize it. (5) Given the product [CH2:1]([O:3][C:4]([C:5]1[CH:6]=[C:7]([C:9]2[CH:10]=[C:11]3[C:15](=[CH:16][CH:17]=2)[N:14]([CH3:18])[C:13]2[N:19]([CH3:31])[C:20](=[O:30])[C:21]([C:23]4[CH:24]=[CH:25][C:26]([Br:29])=[CH:27][CH:28]=4)=[CH:22][C:12]3=2)[NH:36][N:35]=1)=[O:33])[CH3:2], predict the reactants needed to synthesize it. The reactants are: [CH2:1]([O:3][C:4](=[O:33])[C:5](=O)[CH2:6][C:7]([C:9]1[CH:10]=[C:11]2[C:15](=[CH:16][CH:17]=1)[N:14]([CH3:18])[C:13]1[N:19]([CH3:31])[C:20](=[O:30])[C:21]([C:23]3[CH:28]=[CH:27][C:26]([Br:29])=[CH:25][CH:24]=3)=[CH:22][C:12]2=1)=O)[CH3:2].O.[NH2:35][NH2:36]. (6) The reactants are: [Cl:1][C:2]1[CH:3]=[C:4]([C:13]2[O:14][C:15]3[CH:21]=[C:20]([O:22][CH2:23][C@@H:24]([NH:26][C:27](=O)[O:28]C(C)(C)C)[CH3:25])[CH:19]=[CH:18][C:16]=3[N:17]=2)[CH:5]=[CH:6][C:7]=1[O:8][CH2:9][CH:10]1[CH2:12][CH2:11]1.Cl.[C:35](OCC)(=O)C. Given the product [Cl:1][C:2]1[CH:3]=[C:4]([C:13]2[O:14][C:15]3[CH:21]=[C:20]([O:22][CH2:23][C@@H:24]([NH:26][C:27](=[O:28])[CH3:35])[CH3:25])[CH:19]=[CH:18][C:16]=3[N:17]=2)[CH:5]=[CH:6][C:7]=1[O:8][CH2:9][CH:10]1[CH2:11][CH2:12]1, predict the reactants needed to synthesize it. (7) Given the product [NH:28]1[C:36]2[C:31](=[CH:32][CH:33]=[C:34]([NH:37][C:2]3[C:3]4[NH:18][N:17]=[CH:16][C:4]=4[N:5]=[C:6]([C:8]4[CH:9]=[CH:10][C:11]([O:14][CH3:15])=[CH:12][CH:13]=4)[N:7]=3)[CH:35]=2)[CH:30]=[N:29]1, predict the reactants needed to synthesize it. The reactants are: Cl[C:2]1[C:3]2[C:4](=[CH:16][N:17](CC3C=CC(OC)=CC=3)[N:18]=2)[N:5]=[C:6]([C:8]2[CH:13]=[CH:12][C:11]([O:14][CH3:15])=[CH:10][CH:9]=2)[N:7]=1.[NH:28]1[C:36]2[C:31](=[CH:32][CH:33]=[C:34]([NH2:37])[CH:35]=2)[CH:30]=[N:29]1.Cl.